This data is from hERG Central: cardiac toxicity at 1µM, 10µM, and general inhibition. The task is: Predict hERG channel inhibition at various concentrations. Results: hERG_inhib (hERG inhibition (general)): blocker. The drug is C(=C/c1ccccc1)\CSc1nnc(-c2ccncc2)n1Cc1ccco1.